The task is: Predict the product of the given reaction.. This data is from Forward reaction prediction with 1.9M reactions from USPTO patents (1976-2016). (1) Given the reactants [F:1][C:2]([F:7])([F:6])[C:3]([OH:5])=[O:4].C(OC([N:15]1[CH2:20][CH2:19][N:18]([C:21](=[O:44])[CH2:22][O:23][C:24]2[CH:29]=[CH:28][CH:27]=[CH:26][C:25]=2[CH2:30][C:31]2[NH:32][C:33](=[O:43])[C:34]3[NH:39][N:38]=[C:37]([CH:40]([CH3:42])[CH3:41])[C:35]=3[N:36]=2)[CH2:17][CH2:16]1)=O)(C)(C)C, predict the reaction product. The product is: [F:1][C:2]([F:7])([F:6])[C:3]([OH:5])=[O:4].[CH:40]([C:37]1[C:35]2[N:36]=[C:31]([CH2:30][C:25]3[CH:26]=[CH:27][CH:28]=[CH:29][C:24]=3[O:23][CH2:22][C:21](=[O:44])[N:18]3[CH2:17][CH2:16][NH:15][CH2:20][CH2:19]3)[NH:32][C:33](=[O:43])[C:34]=2[NH:39][N:38]=1)([CH3:42])[CH3:41]. (2) Given the reactants FC(F)(F)S(O[C:7]1[CH:16]=[C:15]2[C:10]([CH:11]=[CH:12][C:13]([C:17]([O:19][CH3:20])=[O:18])=[CH:14]2)=[CH:9][CH:8]=1)(=O)=O.CC1(C)C(C)(C)OB([C:31]2[CH:36]=[CH:35][C:34]([OH:37])=[CH:33][CH:32]=2)O1, predict the reaction product. The product is: [OH:37][C:34]1[CH:35]=[CH:36][C:31]([C:7]2[CH:16]=[C:15]3[C:10]([CH:11]=[CH:12][C:13]([C:17]([O:19][CH3:20])=[O:18])=[CH:14]3)=[CH:9][CH:8]=2)=[CH:32][CH:33]=1. (3) Given the reactants C[O:2][CH:3](OC)[C:4]1[CH:9]=[CH:8][N:7]=[CH:6][C:5]=1[O:10][CH2:11][C:12]1[N:17]=[CH:16][C:15]([C:18]([OH:20])=[O:19])=[CH:14][CH:13]=1.[Cl:23]CCl.FC(F)(F)C(O)=O, predict the reaction product. The product is: [ClH:23].[CH:3]([C:4]1[CH:9]=[CH:8][N:7]=[CH:6][C:5]=1[O:10][CH2:11][C:12]1[CH:13]=[CH:14][C:15]([C:18]([OH:20])=[O:19])=[CH:16][N:17]=1)=[O:2]. (4) Given the reactants [C:1]12(Br)[CH2:10][CH:5]3[CH2:6][CH:7]([CH2:9][CH:3]([CH2:4]3)[CH2:2]1)[CH2:8]2.[Br-].C12CC3CC(CC(C3)C1)C2.C[Si](C)(C)[O:25][CH:26]=[C:27]([O:33][Si](C)(C)C)[O:28][Si](C)(C)C.[NH4+].[Cl-], predict the reaction product. The product is: [OH:25][CH:26]([C:1]12[CH2:10][CH:5]3[CH2:6][CH:7]([CH2:9][CH:3]([CH2:4]3)[CH2:2]1)[CH2:8]2)[C:27]([OH:33])=[O:28]. (5) Given the reactants [CH3:1][C:2]([C:6]1[N:10]([CH2:11][CH:12]2[CH2:17][CH2:16][O:15][CH2:14][CH2:13]2)[C:9]2[CH:18]=[CH:19][C:20]([S:22](Cl)(=[O:24])=[O:23])=[CH:21][C:8]=2[N:7]=1)([CH3:5])[CH2:3][CH3:4].[NH:26]1[CH:30]=[CH:29][C:28]([CH:31]=[O:32])=[CH:27]1.[H-].[Na+], predict the reaction product. The product is: [CH3:1][C:2]([C:6]1[N:10]([CH2:11][CH:12]2[CH2:17][CH2:16][O:15][CH2:14][CH2:13]2)[C:9]2[CH:18]=[CH:19][C:20]([S:22]([N:26]3[CH:30]=[CH:29][C:28]([CH:31]=[O:32])=[CH:27]3)(=[O:24])=[O:23])=[CH:21][C:8]=2[N:7]=1)([CH3:5])[CH2:3][CH3:4]. (6) Given the reactants [C:1]([O:4][C@H:5]([CH3:9])[C:6]([OH:8])=O)(=[O:3])[CH3:2].C(Cl)Cl.C(N(CC)CC)C.F[P-](F)(F)(F)(F)F.C[N+](C)=C(N(C)C)ON1C2N=CC=CC=2N=N1.CN(C)C=O.[C:49]1([S:55]([N:58]2[C:62]3=[N:63][CH:64]=[C:65]([NH2:73])[C:66]([NH:67][CH:68]4[CH2:72][CH2:71][O:70][CH2:69]4)=[C:61]3[CH:60]=[CH:59]2)(=[O:57])=[O:56])[CH:54]=[CH:53][CH:52]=[CH:51][CH:50]=1, predict the reaction product. The product is: [C:49]1([S:55]([N:58]2[C:62]3=[N:63][CH:64]=[C:65]([NH:73][C:6]([C@H:5]([O:4][C:1](=[O:3])[CH3:2])[CH3:9])=[O:8])[C:66]([NH:67][CH:68]4[CH2:72][CH2:71][O:70][CH2:69]4)=[C:61]3[CH:60]=[CH:59]2)(=[O:56])=[O:57])[CH:50]=[CH:51][CH:52]=[CH:53][CH:54]=1. (7) Given the reactants CCN=C=NCCCN(C)C.[OH:12][CH2:13][C:14]1[N:18]2[C:19](=[O:35])[N:20]([CH:22]3[CH2:27][CH2:26][N:25]([C:28]([O:30][C:31]([CH3:34])([CH3:33])[CH3:32])=[O:29])[CH2:24][CH2:23]3)[CH2:21][C:17]2=[CH:16][N:15]=1.[C:36]([NH:39][CH2:40][CH2:41][C:42](O)=[O:43])(=[O:38])[CH3:37].CN(C1C=CC=CN=1)C, predict the reaction product. The product is: [C:36]([NH:39][CH2:40][CH2:41][C:42]([O:12][CH2:13][C:14]1[N:18]2[C:19](=[O:35])[N:20]([CH:22]3[CH2:23][CH2:24][N:25]([C:28]([O:30][C:31]([CH3:32])([CH3:34])[CH3:33])=[O:29])[CH2:26][CH2:27]3)[CH2:21][C:17]2=[CH:16][N:15]=1)=[O:43])(=[O:38])[CH3:37]. (8) The product is: [N+:17]([C:20]1[CH:28]=[CH:27][C:23]([CH2:24][CH2:25][C:1]([C:12]([O:14][CH2:15][CH3:16])=[O:13])([C:2]([O:4][CH2:5][CH3:6])=[O:3])[C:7]([O:9][CH2:10][CH3:11])=[O:8])=[CH:22][CH:21]=1)([O-:19])=[O:18]. Given the reactants [CH:1]([C:12]([O:14][CH2:15][CH3:16])=[O:13])([C:7]([O:9][CH2:10][CH3:11])=[O:8])[C:2]([O:4][CH2:5][CH3:6])=[O:3].[N+:17]([C:20]1[CH:28]=[CH:27][C:23]([CH2:24][CH2:25]O)=[CH:22][CH:21]=1)([O-:19])=[O:18].C1(P(C2C=CC=CC=2)C2C=CC=CC=2)C=CC=CC=1.N(C(OC(C)C)=O)=NC(OC(C)C)=O.C1(C)C=CC=CC=1, predict the reaction product. (9) Given the reactants [NH2:1][C:2]([CH3:18])([CH2:5][N:6]1[N:10]=[C:9]2[C:11]([CH3:17])=[CH:12][C:13]([Br:16])=[C:14]([F:15])[C:8]2=[N:7]1)[C:3]#[N:4].[F:19][C:20]([F:31])([F:30])[C:21]1[CH:29]=[CH:28][C:24]([C:25](Cl)=[S:26])=[CH:23][CH:22]=1, predict the reaction product. The product is: [Br:16][C:13]1[CH:12]=[C:11]([CH3:17])[C:9]2=[N:10][N:6]([CH2:5][C:2]([NH:1][C:25](=[S:26])[C:24]3[CH:23]=[CH:22][C:21]([C:20]([F:19])([F:30])[F:31])=[CH:29][CH:28]=3)([C:3]#[N:4])[CH3:18])[N:7]=[C:8]2[C:14]=1[F:15].